From a dataset of Full USPTO retrosynthesis dataset with 1.9M reactions from patents (1976-2016). Predict the reactants needed to synthesize the given product. (1) Given the product [Cl:21][C:18]1[CH:19]=[C:20]2[C:15](=[CH:16][CH:17]=1)[N:14]([S:22]([C:25]1[CH:30]=[CH:29][C:28]([O:31][CH3:32])=[CH:27][C:26]=1[O:33][CH3:34])(=[O:23])=[O:24])[C:13](=[O:35])[C:12]2([NH:11][C:2](=[O:3])[O:4][C:5]1[CH:10]=[CH:9][CH:8]=[CH:7][CH:6]=1)[C:36]1[C:37]([O:42][CH2:43][CH3:44])=[N:38][CH:39]=[CH:40][CH:41]=1, predict the reactants needed to synthesize it. The reactants are: Cl[C:2]([O:4][C:5]1[CH:10]=[CH:9][CH:8]=[CH:7][CH:6]=1)=[O:3].[NH2:11][C:12]1([C:36]2[C:37]([O:42][CH2:43][CH3:44])=[N:38][CH:39]=[CH:40][CH:41]=2)[C:20]2[C:15](=[CH:16][CH:17]=[C:18]([Cl:21])[CH:19]=2)[N:14]([S:22]([C:25]2[CH:30]=[CH:29][C:28]([O:31][CH3:32])=[CH:27][C:26]=2[O:33][CH3:34])(=[O:24])=[O:23])[C:13]1=[O:35]. (2) Given the product [CH2:26]([O:25][C:23]([C:18]1[CH:17]=[CH:16][C:15]2[C:20](=[CH:21][CH:22]=[C:13]([C:6]3[CH:5]=[CH:4][C:3]4[C:2]([CH3:28])([CH3:1])[CH2:11][CH2:10][C:9](=[O:12])[C:8]=4[CH:7]=3)[CH:14]=2)[CH:19]=1)=[O:24])[CH3:27], predict the reactants needed to synthesize it. The reactants are: [CH3:1][C:2]1([CH3:28])[CH2:11][CH2:10][CH:9]([OH:12])[C:8]2[CH:7]=[C:6]([C:13]3[CH:14]=[C:15]4[C:20](=[CH:21][CH:22]=3)[CH:19]=[C:18]([C:23]([O:25][CH2:26][CH3:27])=[O:24])[CH:17]=[CH:16]4)[CH:5]=[CH:4][C:3]1=2.C[N+]1([O-])CCOCC1.C(OCC)(=O)C.